Dataset: Forward reaction prediction with 1.9M reactions from USPTO patents (1976-2016). Task: Predict the product of the given reaction. (1) Given the reactants [CH2:1]([O:3][C:4]1[CH:5]=[CH:6][C:7]2[C:11]3[CH:12]=[CH:13][CH:14]=[C:15]([F:16])[C:10]=3[S:9][C:8]=2[C:17]=1[F:18])[CH3:2].[Li]CCCC.B(OC)(OC)[O:25]C.OO, predict the reaction product. The product is: [CH2:1]([O:3][C:4]1[CH:5]=[CH:6][C:7]2[C:11]3[CH:12]=[CH:13][C:14]([OH:25])=[C:15]([F:16])[C:10]=3[S:9][C:8]=2[C:17]=1[F:18])[CH3:2]. (2) Given the reactants [Cl:1][C:2]1[CH:3]=[C:4]([C:9]2[CH:13]=[C:12]([C:14](O)=O)[N:11]([CH2:17][C:18]3[CH:23]=[CH:22][C:21]([C:24]([O:26]C)=[O:25])=[CH:20][CH:19]=3)[N:10]=2)[CH:5]=[C:6]([Cl:8])[CH:7]=1.C1CN([P+](ON2N=NC3C=CC=CC2=3)(N2CCCC2)N2CCCC2)CC1.F[P-](F)(F)(F)(F)F.C(N(CC)C(C)C)(C)C.[NH2:70][C:71]1[CH:76]=[CH:75][CH:74]=[CH:73][C:72]=1[SH:77].SC[C@H]([C@@H](CS)O)O.O.[OH-].[Li+].Cl, predict the reaction product. The product is: [S:77]1[C:72]2[CH:73]=[CH:74][CH:75]=[CH:76][C:71]=2[N:70]=[C:14]1[C:12]1[N:11]([CH2:17][C:18]2[CH:19]=[CH:20][C:21]([C:24]([OH:26])=[O:25])=[CH:22][CH:23]=2)[N:10]=[C:9]([C:4]2[CH:3]=[C:2]([Cl:1])[CH:7]=[C:6]([Cl:8])[CH:5]=2)[CH:13]=1. (3) Given the reactants C([O:8][C:9]([C:11]1[CH:12]=[C:13]2[C:17](=[CH:18][CH:19]=1)[C:16](=[O:20])[N:15]([C:21]1[CH:26]=[CH:25][CH:24]=[C:23]([C:27]3[O:28][C:29]4[CH:35]=[C:34]([C:36](Cl)=[O:37])[CH:33]=[CH:32][C:30]=4[N:31]=3)[CH:22]=1)[C:14]2=[O:39])=[O:10])C1C=CC=CC=1.[CH2:40]([NH2:46])[CH:41]1[O:45][CH2:44][CH2:43][CH2:42]1.N1CCOCC1.[N-]=C=O, predict the reaction product. The product is: [O:45]1[CH2:44][CH2:43][CH2:42][CH:41]1[CH2:40][NH:46][C:36]([C:34]1[CH:33]=[CH:32][C:30]2[N:31]=[C:27]([C:23]3[CH:22]=[C:21]([N:15]4[C:14](=[O:39])[C:13]5[C:17](=[CH:18][CH:19]=[C:11]([C:9]([OH:8])=[O:10])[CH:12]=5)[C:16]4=[O:20])[CH:26]=[CH:25][CH:24]=3)[O:28][C:29]=2[CH:35]=1)=[O:37].